Dataset: Peptide-MHC class I binding affinity with 185,985 pairs from IEDB/IMGT. Task: Regression. Given a peptide amino acid sequence and an MHC pseudo amino acid sequence, predict their binding affinity value. This is MHC class I binding data. (1) The MHC is HLA-A30:01 with pseudo-sequence HLA-A30:01. The peptide sequence is PRFGSCYFL. The binding affinity (normalized) is 0.0847. (2) The peptide sequence is GEDGNDIFL. The MHC is H-2-Kb with pseudo-sequence H-2-Kb. The binding affinity (normalized) is 0.00302. (3) The peptide sequence is PDANKVGAGA. The MHC is Patr-A0401 with pseudo-sequence Patr-A0401. The binding affinity (normalized) is 0. (4) The peptide sequence is KLYKMRIPR. The MHC is HLA-A03:01 with pseudo-sequence HLA-A03:01. The binding affinity (normalized) is 0.680. (5) The peptide sequence is SNIQFNISK. The MHC is HLA-A11:01 with pseudo-sequence HLA-A11:01. The binding affinity (normalized) is 0.769. (6) The peptide sequence is QEGALHQAL. The MHC is HLA-B40:01 with pseudo-sequence HLA-B40:01. The binding affinity (normalized) is 0.757.